This data is from Full USPTO retrosynthesis dataset with 1.9M reactions from patents (1976-2016). The task is: Predict the reactants needed to synthesize the given product. (1) The reactants are: [Cl:1][C:2]1[CH:3]=[N:4][CH:5]=[C:6]([O:8][C:9]2[CH:14]=[CH:13][C:12]([NH:15][S:16]([C:19]3[CH:24]=[CH:23][C:22]([S:25][CH3:26])=[CH:21][CH:20]=3)(=[O:18])=[O:17])=[CH:11][C:10]=2[C:27]([F:30])([F:29])[F:28])[CH:7]=1.[OH:31]OS([O-])=O.[K+]. Given the product [Cl:1][C:2]1[CH:3]=[N:4][CH:5]=[C:6]([O:8][C:9]2[CH:14]=[CH:13][C:12]([NH:15][S:16]([C:19]3[CH:20]=[CH:21][C:22]([S:25]([CH3:26])=[O:31])=[CH:23][CH:24]=3)(=[O:17])=[O:18])=[CH:11][C:10]=2[C:27]([F:28])([F:30])[F:29])[CH:7]=1, predict the reactants needed to synthesize it. (2) Given the product [CH3:22][O:21][C:11]1[CH:12]=[C:13]2[C:8](=[CH:9][CH:10]=1)[C:7](=[O:23])[N:6]([CH3:24])[C:5]([CH2:4][CH2:3][N:2]1[CH2:33][CH2:34][CH2:35][C:36]1=[O:37])=[C:14]2[C:15]1[CH:20]=[CH:19][CH:18]=[CH:17][CH:16]=1, predict the reactants needed to synthesize it. The reactants are: Cl.[NH2:2][CH2:3][CH2:4][C:5]1[N:6]([CH3:24])[C:7](=[O:23])[C:8]2[C:13]([C:14]=1[C:15]1[CH:20]=[CH:19][CH:18]=[CH:17][CH:16]=1)=[CH:12][C:11]([O:21][CH3:22])=[CH:10][CH:9]=2.C(N(CC)CC)C.Cl[CH2:33][CH2:34][CH2:35][C:36](Cl)=[O:37]. (3) Given the product [CH3:9][O:8][N:6]([CH3:7])[C:4](=[O:5])[C:3]1[CH:10]=[CH:11][C:12]([C:14]([F:17])([F:16])[F:15])=[N:13][C:2]=1[C:22]#[C:21][CH2:20][O:19][CH3:18], predict the reactants needed to synthesize it. The reactants are: Cl[C:2]1[N:13]=[C:12]([C:14]([F:17])([F:16])[F:15])[CH:11]=[CH:10][C:3]=1[C:4]([N:6]([O:8][CH3:9])[CH3:7])=[O:5].[CH3:18][O:19][CH2:20][C:21]#[CH:22]. (4) Given the product [F:1][C:2]1[CH:3]=[CH:4][C:5]([N:8]2[C:16]3[C:11](=[CH:12][C:13]([O:17][C@H:18]([C:22]4[CH:27]=[CH:26][CH:25]=[C:24]([O:28][CH3:29])[CH:23]=4)[C@@H:19]([NH:21][C:39]([C:31]4[CH:32]=[C:33]5[N:34]([N:30]=4)[CH:35]=[CH:36][CH:37]=[CH:38]5)=[O:40])[CH3:20])=[CH:14][CH:15]=3)[CH:10]=[N:9]2)=[CH:6][CH:7]=1, predict the reactants needed to synthesize it. The reactants are: [F:1][C:2]1[CH:7]=[CH:6][C:5]([N:8]2[C:16]3[C:11](=[CH:12][C:13]([O:17][C@H:18]([C:22]4[CH:27]=[CH:26][CH:25]=[C:24]([O:28][CH3:29])[CH:23]=4)[C@@H:19]([NH2:21])[CH3:20])=[CH:14][CH:15]=3)[CH:10]=[N:9]2)=[CH:4][CH:3]=1.[N:30]1[N:34]2[CH:35]=[CH:36][CH:37]=[CH:38][C:33]2=[CH:32][C:31]=1[C:39](O)=[O:40]. (5) Given the product [Cl:13][C:14]1[CH:22]=[C:21]2[C:17]([C:18]([CH:1]3[CH2:5][CH2:4][CH2:3][CH2:2]3)([OH:24])[C:19](=[O:23])[NH:20]2)=[CH:16][CH:15]=1, predict the reactants needed to synthesize it. The reactants are: [CH:1]1([Mg]Br)[CH2:5][CH2:4][CH2:3][CH2:2]1.CCOCC.[Cl:13][C:14]1[CH:22]=[C:21]2[C:17]([C:18](=[O:24])[C:19](=[O:23])[NH:20]2)=[CH:16][CH:15]=1.